This data is from Reaction yield outcomes from USPTO patents with 853,638 reactions. The task is: Predict the reaction yield, written as a fraction of the theoretical maximum amount of product (1.0 means a 100% yield; for example, 0.34 means a 34% yield). The reactants are [Si:1]([O:8][C@@H:9]1[CH2:14][C@H:13]([C:15]2[CH:20]=[CH:19][N:18]=[CH:17][C:16]=2[N+:21]([O-])=O)[O:12][C@H:11]([CH3:24])[C@@:10]1([CH2:26][O:27][Si:28]([C:31]([CH3:34])([CH3:33])[CH3:32])([CH3:30])[CH3:29])[OH:25])([C:4]([CH3:7])([CH3:6])[CH3:5])([CH3:3])[CH3:2]. The catalyst is CO.[Pd]. The product is [NH2:21][C:16]1[CH:17]=[N:18][CH:19]=[CH:20][C:15]=1[C@@H:13]1[O:12][C@H:11]([CH3:24])[C@@:10]([CH2:26][O:27][Si:28]([C:31]([CH3:32])([CH3:33])[CH3:34])([CH3:29])[CH3:30])([OH:25])[C@H:9]([O:8][Si:1]([C:4]([CH3:5])([CH3:7])[CH3:6])([CH3:2])[CH3:3])[CH2:14]1. The yield is 0.990.